Dataset: Forward reaction prediction with 1.9M reactions from USPTO patents (1976-2016). Task: Predict the product of the given reaction. (1) Given the reactants [N+:1]([C:4]1[CH:9]=[CH:8][C:7]([N:10]2[CH2:13][CH:12](OS(C)(=O)=O)[CH2:11]2)=[CH:6][CH:5]=1)([O-:3])=[O:2].[CH2:19]([NH2:26])[C:20]1[CH:25]=[CH:24][CH:23]=[CH:22][CH:21]=1, predict the reaction product. The product is: [CH2:19]([NH:26][CH:12]1[CH2:13][N:10]([C:7]2[CH:8]=[CH:9][C:4]([N+:1]([O-:3])=[O:2])=[CH:5][CH:6]=2)[CH2:11]1)[C:20]1[CH:25]=[CH:24][CH:23]=[CH:22][CH:21]=1. (2) Given the reactants [H-].[Na+].CI.[CH2:5]([S:7][C:8]1[CH:26]=[C:25]([C:27]([F:30])([F:29])[F:28])[CH:24]=[CH:23][C:9]=1[C:10]([NH:12][C:13]1[CH:18]=[CH:17][C:16]([C:19]([F:22])([F:21])[F:20])=[CH:15][N:14]=1)=[O:11])[CH3:6].[CH2:31]1COCC1, predict the reaction product. The product is: [CH2:5]([S:7][C:8]1[CH:26]=[C:25]([C:27]([F:30])([F:28])[F:29])[CH:24]=[CH:23][C:9]=1[C:10]([N:12]([CH3:31])[C:13]1[CH:18]=[CH:17][C:16]([C:19]([F:20])([F:21])[F:22])=[CH:15][N:14]=1)=[O:11])[CH3:6]. (3) Given the reactants [OH:1][CH:2]1[CH:7]([C:8]2[CH:13]=[CH:12][C:11]([O:14][CH2:15][CH2:16][O:17][CH2:18][CH2:19][C:20]3[CH:25]=[CH:24][CH:23]=[CH:22][CH:21]=3)=[CH:10][CH:9]=2)[CH2:6][CH2:5][N:4]([C:26]([O:28][C:29]([CH3:32])([CH3:31])[CH3:30])=[O:27])[CH2:3]1.Cl[CH2:34][C:35]1[CH:44]=[C:43]([O:45][CH3:46])[C:42]2[C:37](=[CH:38][CH:39]=[CH:40][CH:41]=2)[C:36]=1[O:47][CH3:48], predict the reaction product. The product is: [CH3:48][O:47][C:36]1[C:37]2[C:42](=[CH:41][CH:40]=[CH:39][CH:38]=2)[C:43]([O:45][CH3:46])=[CH:44][C:35]=1[CH2:34][O:1][CH:2]1[CH:7]([C:8]2[CH:9]=[CH:10][C:11]([O:14][CH2:15][CH2:16][O:17][CH2:18][CH2:19][C:20]3[CH:21]=[CH:22][CH:23]=[CH:24][CH:25]=3)=[CH:12][CH:13]=2)[CH2:6][CH2:5][N:4]([C:26]([O:28][C:29]([CH3:32])([CH3:31])[CH3:30])=[O:27])[CH2:3]1. (4) Given the reactants [OH:1][C:2]1[C:11]2[C:6](=[CH:7][CH:8]=[C:9]([CH3:12])[CH:10]=2)[NH:5][C:4](=[S:13])[C:3]=1[C:14]([C:16]1[CH:21]=[CH:20][C:19]([CH3:22])=[CH:18][CH:17]=1)=O.[NH2:23]OS(O)(=O)=O.[OH-].[Li+], predict the reaction product. The product is: [CH3:12][C:9]1[CH:10]=[C:11]2[C:6](=[CH:7][CH:8]=1)[NH:5][C:4]1[S:13][N:23]=[C:14]([C:16]3[CH:21]=[CH:20][C:19]([CH3:22])=[CH:18][CH:17]=3)[C:3]=1[C:2]2=[O:1]. (5) Given the reactants [Br:1][C:2]1[C:10]2[C:5](=[CH:6][C:7]([N+:23]([O-:25])=[O:24])=[C:8]([CH2:11][N:12]3C(=O)C4C(=CC=CC=4)C3=O)[CH:9]=2)[N:4]([C:26]([C:39]2[CH:44]=[CH:43][CH:42]=[CH:41][CH:40]=2)([C:33]2[CH:38]=[CH:37][CH:36]=[CH:35][CH:34]=2)[C:27]2[CH:32]=[CH:31][CH:30]=[CH:29][CH:28]=2)[N:3]=1.O.NN, predict the reaction product. The product is: [Br:1][C:2]1[C:10]2[C:5](=[CH:6][C:7]([N+:23]([O-:25])=[O:24])=[C:8]([CH2:11][NH2:12])[CH:9]=2)[N:4]([C:26]([C:39]2[CH:44]=[CH:43][CH:42]=[CH:41][CH:40]=2)([C:33]2[CH:34]=[CH:35][CH:36]=[CH:37][CH:38]=2)[C:27]2[CH:32]=[CH:31][CH:30]=[CH:29][CH:28]=2)[N:3]=1. (6) The product is: [Cl:7][C:8]1[C:9]([O:38][C:26]2[CH:27]=[N:28][C:29]([O:30][CH2:31][C:32]([F:36])([F:37])[CH:33]([F:35])[F:34])=[C:24]([Cl:23])[CH:25]=2)=[CH:10][C:11]([F:21])=[C:12]([CH:20]=1)[C:13]([O:15][C:16]([CH3:19])([CH3:18])[CH3:17])=[O:14]. Given the reactants C(=O)([O-])[O-].[K+].[K+].[Cl:7][C:8]1[C:9](F)=[CH:10][C:11]([F:21])=[C:12]([CH:20]=1)[C:13]([O:15][C:16]([CH3:19])([CH3:18])[CH3:17])=[O:14].[Cl:23][C:24]1[CH:25]=[C:26]([OH:38])[CH:27]=[N:28][C:29]=1[O:30][CH2:31][C:32]([F:37])([F:36])[CH:33]([F:35])[F:34].COC(C)(C)C, predict the reaction product. (7) The product is: [C:2]([C:6]1[CH:7]=[C:8]([CH:31]=[CH:32][CH:33]=1)[CH2:9][N:10]1[C@@H:11]2[C@H:16]([C@H:15]([CH2:18][C:19]3[CH:24]=[CH:23][C:22]([N+:25]([O-:27])=[O:26])=[C:21]([F:28])[CH:20]=3)[CH2:14][S:13](=[O:29])(=[O:30])[CH2:12]2)[O:17][C:43]1=[O:44])([CH3:5])([CH3:3])[CH3:4]. Given the reactants Cl.[C:2]([C:6]1[CH:7]=[C:8]([CH:31]=[CH:32][CH:33]=1)[CH2:9][NH:10][C@@H:11]1[C@@H:16]([OH:17])[C@H:15]([CH2:18][C:19]2[CH:24]=[CH:23][C:22]([N+:25]([O-:27])=[O:26])=[C:21]([F:28])[CH:20]=2)[CH2:14][S:13](=[O:30])(=[O:29])[CH2:12]1)([CH3:5])([CH3:4])[CH3:3].CCN(C(C)C)C(C)C.[C:43](C1NC=CN=1)(C1NC=CN=1)=[O:44].Cl, predict the reaction product.